Dataset: Forward reaction prediction with 1.9M reactions from USPTO patents (1976-2016). Task: Predict the product of the given reaction. Given the reactants C([O:8][C:9]1[C:14](=[O:15])[N:13]=[C:12]([CH2:16][C:17]2[CH:22]=[CH:21][CH:20]=[CH:19][C:18]=2[C:23]2[CH2:28][CH2:27][CH2:26][CH2:25][CH:24]=2)[N:11]2[CH2:29][CH2:30][N:31]([CH:34]([CH3:36])[CH3:35])[C:32](=[O:33])[C:10]=12)C1C=CC=CC=1, predict the reaction product. The product is: [CH:23]1([C:18]2[CH:19]=[CH:20][CH:21]=[CH:22][C:17]=2[CH2:16][C:12]2[N:11]3[CH2:29][CH2:30][N:31]([CH:34]([CH3:36])[CH3:35])[C:32](=[O:33])[C:10]3=[C:9]([OH:8])[C:14](=[O:15])[N:13]=2)[CH2:24][CH2:25][CH2:26][CH2:27][CH2:28]1.